The task is: Regression. Given a peptide amino acid sequence and an MHC pseudo amino acid sequence, predict their binding affinity value. This is MHC class II binding data.. This data is from Peptide-MHC class II binding affinity with 134,281 pairs from IEDB. (1) The peptide sequence is AALPAVGAAAGAPAA. The binding affinity (normalized) is 0.335. The MHC is DRB1_1501 with pseudo-sequence DRB1_1501. (2) The peptide sequence is IHSLRRLYPSVFEKH. The binding affinity (normalized) is 0.0689. The MHC is H-2-IAb with pseudo-sequence H-2-IAb. (3) The peptide sequence is AFHLDGDNLFPKV. The MHC is DRB3_0101 with pseudo-sequence DRB3_0101. The binding affinity (normalized) is 0.798.